This data is from Reaction yield outcomes from USPTO patents with 853,638 reactions. The task is: Predict the reaction yield, written as a fraction of the theoretical maximum amount of product (1.0 means a 100% yield; for example, 0.34 means a 34% yield). (1) The reactants are C(OC(OCC)[C:5]1[CH:10]=[CH:9][C:8](C2C(=O)[C:6]3[C:7](C(OC)=O)=[CH:8][CH:9]=[CH:10][C:5]=3NC2[C:5]2[CH:10]=[CH:9][CH:8]=[CH:7][CH:6]=2)=[CH:7][CH:6]=1)C.[CH2:35]([O:37][CH:38]([O:67][CH2:68][CH3:69])[C:39]1[CH:44]=[CH:43][C:42]([CH:45]2[C:54](=O)[C:53]3[C:52]([C:56]([O:58]CC)=O)=[CH:51][CH:50]=[CH:49][C:48]=3[NH:47][CH:46]2C2C=CC=CC=2)=[CH:41][CH:40]=1)[CH3:36].O.[NH2:71][NH2:72]. The catalyst is CO. The product is [CH2:68]([O:67][CH:38]([O:37][CH2:35][CH3:36])[C:39]1[CH:40]=[CH:41][C:42]([CH:45]2[C:54]3=[N:71][NH:72][C:56](=[O:58])[C:52]4[CH:51]=[CH:50][CH:49]=[C:48]([C:53]=43)[NH:47][CH:46]2[C:5]2[CH:10]=[CH:9][CH:8]=[CH:7][CH:6]=2)=[CH:43][CH:44]=1)[CH3:69]. The yield is 0.650. (2) The reactants are [CH2:1]([O:8][C:9]([N:11]1[CH2:16][CH2:15][CH:14]([C:17]([NH:19][NH:20][C:21](=[O:23])[CH3:22])=O)[CH2:13][CH2:12]1)=[O:10])[C:2]1[CH:7]=[CH:6][CH:5]=[CH:4][CH:3]=1.O=P(Cl)(Cl)Cl. The catalyst is C(#N)C. The product is [CH2:1]([O:8][C:9]([N:11]1[CH2:12][CH2:13][CH:14]([C:17]2[O:23][C:21]([CH3:22])=[N:20][N:19]=2)[CH2:15][CH2:16]1)=[O:10])[C:2]1[CH:3]=[CH:4][CH:5]=[CH:6][CH:7]=1. The yield is 0.890. (3) The reactants are [CH:1]1([CH2:4][O:5][C:6]2[C:7]([OH:24])=[C:8]([C:14]3[CH:15]=[C:16]4[C:20](=[CH:21][CH:22]=3)[C:19](=[O:23])[O:18][CH2:17]4)[CH:9]=[CH:10][C:11]=2[O:12][CH3:13])[CH2:3][CH2:2]1.C(=O)([O-])[O-].[K+].[K+].Br[CH2:32][C:33]1([CH2:37][OH:38])[CH2:36][O:35][CH2:34]1. The catalyst is C(#N)C. The product is [CH:1]1([CH2:4][O:5][C:6]2[C:7]([O:24][CH2:32][C:33]3([CH2:37][OH:38])[CH2:36][O:35][CH2:34]3)=[C:8]([C:14]3[CH:15]=[C:16]4[C:20](=[CH:21][CH:22]=3)[C:19](=[O:23])[O:18][CH2:17]4)[CH:9]=[CH:10][C:11]=2[O:12][CH3:13])[CH2:3][CH2:2]1. The yield is 0.192. (4) The reactants are O[N:2]1C2C=CC=CC=2N=[N:3]1.Cl.CN(C)CCCN=C=NCC.[NH:23]([C:27]1[CH:28]=[C:29]([CH:33]=[CH:34][C:35]=1[C:36]([O:38][CH3:39])=[O:37])[C:30](O)=[O:31])[C:24]([CH3:26])=[O:25].O.NN. The product is [NH:23]([C:27]1[CH:28]=[C:29]([C:30]([NH:2][NH2:3])=[O:31])[CH:33]=[CH:34][C:35]=1[C:36]([O:38][CH3:39])=[O:37])[C:24]([CH3:26])=[O:25]. The yield is 0.800. The catalyst is CN(C)C=O. (5) The reactants are FC(F)(F)C(O)=O.[CH3:8][O:9][C:10](=[O:19])[C:11](=[CH2:18])[CH:12]([O:14][C:15](=[O:17])[CH3:16])[CH3:13].CO[CH2:22][N:23]([CH2:29][C:30]1[CH:35]=[CH:34][CH:33]=[CH:32][CH:31]=1)[CH2:24][Si](C)(C)C. The catalyst is C(Cl)Cl. The product is [CH3:8][O:9][C:10]([C:11]1([CH:12]([O:14][C:15](=[O:17])[CH3:16])[CH3:13])[CH2:18][CH2:22][N:23]([CH2:29][C:30]2[CH:31]=[CH:32][CH:33]=[CH:34][CH:35]=2)[CH2:24]1)=[O:19]. The yield is 0.850.